From a dataset of Reaction yield outcomes from USPTO patents with 853,638 reactions. Predict the reaction yield, written as a fraction of the theoretical maximum amount of product (1.0 means a 100% yield; for example, 0.34 means a 34% yield). (1) The reactants are Br[C:2]1[CH:7]=[CH:6][C:5]([O:8][CH:9]([F:11])[F:10])=[CH:4][CH:3]=1.[CH3:12][C:13]1([CH3:29])[C:17]([CH3:19])([CH3:18])[O:16][B:15]([B:15]2[O:16][C:17]([CH3:19])([CH3:18])[C:13]([CH3:29])([CH3:12])[O:14]2)[O:14]1.C([O-])(=O)C.[K+]. The product is [F:10][CH:9]([F:11])[O:8][C:5]1[CH:6]=[CH:7][C:2]([B:15]2[O:16][C:17]([CH3:19])([CH3:18])[C:13]([CH3:29])([CH3:12])[O:14]2)=[CH:3][CH:4]=1. The catalyst is CN(C)C=O.C(OCC)(=O)C.C1C=CC(P(C2C=CC=CC=2)[C-]2C=CC=C2)=CC=1.C1C=CC(P(C2C=CC=CC=2)[C-]2C=CC=C2)=CC=1.Cl[Pd]Cl.[Fe+2]. The yield is 0.580. (2) The reactants are [CH3:1][C:2]1[NH:3][C:4]([NH2:7])=[N:5][N:6]=1.[C:8]([C:10]1[CH:15]=[CH:14][CH:13]=[CH:12][C:11]=1[C:16]1[CH:21]=[CH:20][C:19]([CH2:22][CH:23]([C:29](=O)[CH2:30][CH2:31][CH3:32])[C:24](OCC)=[O:25])=[CH:18][CH:17]=1)#[N:9]. The catalyst is ClC1C=CC(Cl)=CC=1Cl. The product is [CH3:1][C:2]1[N:3]=[C:4]2[NH:7][C:24](=[O:25])[C:23]([CH2:22][C:19]3[CH:20]=[CH:21][C:16]([C:11]4[C:10]([C:8]#[N:9])=[CH:15][CH:14]=[CH:13][CH:12]=4)=[CH:17][CH:18]=3)=[C:29]([CH2:30][CH2:31][CH3:32])[N:5]2[N:6]=1. The yield is 0.440. (3) The reactants are [F:1][C:2]1[CH:18]=[CH:17][C:5]([CH2:6][C:7]2[CH:8]=[CH:9][C:10]3[O:14][CH:13]=[C:12]([OH:15])[C:11]=3[CH:16]=2)=[CH:4][CH:3]=1.C[Si]([N-][Si](C)(C)C)(C)C.[Li+].C[O:30][C:31]([C:33]1[N:38]=[CH:37][CH:36]=[CH:35][N:34]=1)=O.[Cl-].[NH4+]. The catalyst is C1COCC1. The product is [F:1][C:2]1[CH:18]=[CH:17][C:5]([CH2:6][C:7]2[CH:8]=[CH:9][C:10]3[O:14][C:13]([C:31]([C:33]4[N:38]=[CH:37][CH:36]=[CH:35][N:34]=4)=[O:30])=[C:12]([OH:15])[C:11]=3[CH:16]=2)=[CH:4][CH:3]=1. The yield is 0.0860. (4) The reactants are [CH:1]1([CH2:4][CH2:5][NH2:6])[CH2:3][CH2:2]1.C1N=CN([C:12](N2C=NC=C2)=[O:13])C=1.[CH2:19]([C@H:21]1[CH2:25][NH:24][CH2:23][C@H:22]1[C:26]1[N:30]2[C:31]3[CH:37]=[CH:36][N:35]([S:38]([C:41]4[CH:47]=[CH:46][C:44]([CH3:45])=[CH:43][CH:42]=4)(=[O:40])=[O:39])[C:32]=3[N:33]=[CH:34][C:29]2=[N:28][N:27]=1)[CH3:20]. The catalyst is CN(C=O)C. The product is [CH:1]1([CH2:4][CH2:5][NH:6][C:12]([N:24]2[CH2:23][C@H:22]([C:26]3[N:30]4[C:31]5[CH:37]=[CH:36][N:35]([S:38]([C:41]6[CH:42]=[CH:43][C:44]([CH3:45])=[CH:46][CH:47]=6)(=[O:40])=[O:39])[C:32]=5[N:33]=[CH:34][C:29]4=[N:28][N:27]=3)[C@H:21]([CH2:19][CH3:20])[CH2:25]2)=[O:13])[CH2:3][CH2:2]1. The yield is 0.640. (5) The reactants are N[C:2]1[S:3][C:4]2[C:9]([N:10]([CH3:17])[C@H:11]([CH2:14][CH2:15][CH3:16])[CH2:12][OH:13])=[N:8][C:7]([SH:18])=[N:6][C:5]=2[N:19]=1.[ClH:20].N([O-])=O.[Na+]. The catalyst is C(#N)C.O. The yield is 0.750. The product is [Cl:20][C:2]1[S:3][C:4]2[C:9]([N:10]([C@H:11]([CH2:14][CH2:15][CH3:16])[CH2:12][OH:13])[CH3:17])=[N:8][C:7]([S:18][S:18][C:7]3[N:8]=[C:9]([N:10]([C@H:11]([CH2:14][CH2:15][CH3:16])[CH2:12][OH:13])[CH3:17])[C:4]4[S:3][C:2]([Cl:20])=[N:19][C:5]=4[N:6]=3)=[N:6][C:5]=2[N:19]=1. (6) The reactants are [CH2:1]([NH:5][C:6]1[N:11]=[C:10]([C:12]2[C:13]([C:22]3[CH:27]=[CH:26][C:25]([F:28])=[CH:24][CH:23]=3)=[N:14][N:15]3[C:20](Cl)=[CH:19][CH:18]=[CH:17][C:16]=23)[CH:9]=[CH:8][N:7]=1)[CH2:2][CH2:3][CH3:4].[CH3:29][NH2:30]. No catalyst specified. The product is [CH2:1]([NH:5][C:6]1[N:11]=[C:10]([C:12]2[C:13]([C:22]3[CH:27]=[CH:26][C:25]([F:28])=[CH:24][CH:23]=3)=[N:14][N:15]3[C:20]([NH:30][CH3:29])=[CH:19][CH:18]=[CH:17][C:16]=23)[CH:9]=[CH:8][N:7]=1)[CH2:2][CH2:3][CH3:4]. The yield is 0.770. (7) The reactants are [Cl:1][C:2]1[C:3]2[NH:10][CH:9]=[CH:8][C:4]=2[N:5]=[CH:6][N:7]=1.Br[CH2:12][CH2:13][O:14][CH3:15].C(=O)([O-])[O-].[Cs+].[Cs+].CN(C)C=O. The catalyst is O. The product is [Cl:1][C:2]1[C:3]2[N:10]([CH2:12][CH2:13][O:14][CH3:15])[CH:9]=[CH:8][C:4]=2[N:5]=[CH:6][N:7]=1. The yield is 0.960.